From a dataset of Reaction yield outcomes from USPTO patents with 853,638 reactions. Predict the reaction yield, written as a fraction of the theoretical maximum amount of product (1.0 means a 100% yield; for example, 0.34 means a 34% yield). (1) The reactants are [F:1][C:2]1[CH:3]=[C:4]2[C:8](=[C:9]([NH:11][CH3:12])[CH:10]=1)[NH:7][C:6]1[N:13]=[C:14](S(C)(=O)=O)[N:15]=[C:16](S(C)(=O)=O)[C:5]2=1.[CH3:25][C:26]1[N:31]=[CH:30][C:29]([OH:32])=[CH:28][N:27]=1.C([O-])([O-])=O.[K+].[K+].[C@@H:39]12[CH2:53][C@@H:42]([C@H:43]([NH:45][C:46](=[O:52])[O:47][C:48]([CH3:51])([CH3:50])[CH3:49])[CH2:44]1)[CH2:41][NH:40]2. The yield is 0.530. The catalyst is CN1C(=O)CCC1. The product is [F:1][C:2]1[CH:3]=[C:4]2[C:8](=[C:9]([NH:11][CH3:12])[CH:10]=1)[NH:7][C:6]1[N:13]=[C:14]([O:32][C:29]3[CH:28]=[N:27][C:26]([CH3:25])=[N:31][CH:30]=3)[N:15]=[C:16]([N:40]3[CH2:41][C@H:42]4[CH2:53][C@@H:39]3[CH2:44][C@H:43]4[NH:45][C:46](=[O:52])[O:47][C:48]([CH3:50])([CH3:49])[CH3:51])[C:5]2=1. (2) The reactants are [CH3:1][O:2][C:3]1[CH:4]=[C:5]2[C:10](=[CH:11][C:12]=1[O:13][CH3:14])[N:9]=[CH:8][CH:7]=[C:6]2[O:15][C:16]1[CH:22]=[CH:21][C:19]([NH2:20])=[C:18]([CH3:23])[C:17]=1[CH3:24].C(N(CC)CC)C.ClC(Cl)(O[C:36](=[O:42])OC(Cl)(Cl)Cl)Cl.[F:44][C:45]1[CH:50]=[CH:49][C:48]([CH:51]([NH2:53])[CH3:52])=[CH:47][CH:46]=1. The catalyst is C(Cl)(Cl)Cl. The product is [CH3:1][O:2][C:3]1[CH:4]=[C:5]2[C:10](=[CH:11][C:12]=1[O:13][CH3:14])[N:9]=[CH:8][CH:7]=[C:6]2[O:15][C:16]1[CH:22]=[CH:21][C:19]([NH:20][C:36]([NH:53][CH:51]([C:48]2[CH:49]=[CH:50][C:45]([F:44])=[CH:46][CH:47]=2)[CH3:52])=[O:42])=[C:18]([CH3:23])[C:17]=1[CH3:24]. The yield is 0.0500. (3) The reactants are C([O:4][C@@H:5]1[C@:9]([CH:18]=[CH2:19])([O:10][CH2:11][C:12]2[CH:17]=[CH:16][CH:15]=[CH:14][CH:13]=2)[C@@H:8]([CH2:20][O:21][CH2:22][C:23]2[CH:28]=[CH:27][CH:26]=[CH:25][CH:24]=2)[O:7][C@H:6]1[N:29]1[CH:37]=[C:35]([CH3:36])[C:33](=[O:34])[NH:32][C:30]1=[O:31])(=O)C.C[O-].[Na+].Cl. The catalyst is CO. The product is [CH2:11]([O:10][C@:9]1([CH:18]=[CH2:19])[C@@H:8]([CH2:20][O:21][CH2:22][C:23]2[CH:28]=[CH:27][CH:26]=[CH:25][CH:24]=2)[O:7][C@@H:6]([N:29]2[CH:37]=[C:35]([CH3:36])[C:33](=[O:34])[NH:32][C:30]2=[O:31])[C@@H:5]1[OH:4])[C:12]1[CH:13]=[CH:14][CH:15]=[CH:16][CH:17]=1. The yield is 0.970. (4) The reactants are [NH3:1].[CH2:2]([O:9][C:10]1[CH:11]=[C:12]([C:16]2[N:17]=[C:18]([C:26]3[CH:27]=[C:28]([CH2:32][OH:33])[CH:29]=[CH:30][CH:31]=3)[N:19]3[CH:24]=[CH:23][N:22]=[C:21](Cl)[C:20]=23)[CH:13]=[CH:14][CH:15]=1)[C:3]1[CH:8]=[CH:7][CH:6]=[CH:5][CH:4]=1. The catalyst is N.CC(O)C. The product is [NH2:1][C:21]1[C:20]2[N:19]([C:18]([C:26]3[CH:27]=[C:28]([CH2:32][OH:33])[CH:29]=[CH:30][CH:31]=3)=[N:17][C:16]=2[C:12]2[CH:13]=[CH:14][CH:15]=[C:10]([O:9][CH2:2][C:3]3[CH:8]=[CH:7][CH:6]=[CH:5][CH:4]=3)[CH:11]=2)[CH:24]=[CH:23][N:22]=1. The yield is 0.890. (5) The reactants are [NH2:1][C:2]1[C:10]2[NH:9][C:8]3[CH2:11][CH2:12][N:13]([C:15]([O:17][C:18]([CH3:21])([CH3:20])[CH3:19])=[O:16])[CH2:14][C:7]=3[C:6]=2[CH:5]=[CH:4][CH:3]=1.C([O-])([O-])=O.[K+].[K+].Cl[C:29]([O:31][CH2:32][CH3:33])=[O:30]. The catalyst is C(Cl)Cl.O. The product is [CH2:32]([O:31][C:29]([NH:1][C:2]1[C:10]2[NH:9][C:8]3[CH2:11][CH2:12][N:13]([C:15]([O:17][C:18]([CH3:21])([CH3:20])[CH3:19])=[O:16])[CH2:14][C:7]=3[C:6]=2[CH:5]=[CH:4][CH:3]=1)=[O:30])[CH3:33]. The yield is 1.00.